This data is from Reaction yield outcomes from USPTO patents with 853,638 reactions. The task is: Predict the reaction yield, written as a fraction of the theoretical maximum amount of product (1.0 means a 100% yield; for example, 0.34 means a 34% yield). The reactants are [CH3:1][C:2]1[CH:13]=[C:5]2[N:6]=[CH:7][C:8]([C:10]([OH:12])=O)=[CH:9][N:4]2[N:3]=1.C(Cl)(=O)C(Cl)=O.[NH2:20][C:21]([CH3:25])([CH3:24])[CH2:22][NH2:23].Cl. The catalyst is ClCCl.CN(C)C=O.O.C(N(CC)CC)C. The product is [NH2:20][C:21]([CH3:25])([CH3:24])[CH2:22][NH:23][C:10]([C:8]1[CH:7]=[N:6][C:5]2[N:4]([N:3]=[C:2]([CH3:1])[CH:13]=2)[CH:9]=1)=[O:12]. The yield is 0.560.